Dataset: Catalyst prediction with 721,799 reactions and 888 catalyst types from USPTO. Task: Predict which catalyst facilitates the given reaction. (1) Reactant: C([O:5][C:6](=[O:39])[C:7]1[CH:12]=[CH:11][CH:10]=[C:9]([CH2:13][CH:14]([NH:28][C:29](=[O:36])[CH2:30][CH2:31][S:32](=[O:35])(=[O:34])[NH2:33])[B:15]2[O:23]C3C(C)(C4CC(C3)C4(C)C)[O:16]2)[C:8]=1OC)(C)(C)C.B(Br)(Br)Br. Product: [OH:16][B:15]1[CH:14]([NH:28][C:29](=[O:36])[CH2:30][CH2:31][S:32](=[O:34])(=[O:35])[NH2:33])[CH2:13][C:9]2[CH:10]=[CH:11][CH:12]=[C:7]([C:6]([OH:5])=[O:39])[C:8]=2[O:23]1. The catalyst class is: 4. (2) Reactant: Cl[C:2]1[CH:7]=[C:6]([Cl:8])[N:5]=[CH:4][N:3]=1.[OH:9][C:10]1[CH:11]=[C:12]([CH:14]=[CH:15][CH:16]=1)[NH2:13].O. Product: [Cl:8][C:6]1[N:5]=[CH:4][N:3]=[C:2]([NH:13][C:12]2[CH:14]=[CH:15][CH:16]=[C:10]([OH:9])[CH:11]=2)[CH:7]=1. The catalyst class is: 5. (3) Reactant: Cl[C:2]1[N:9]=[CH:8][CH:7]=[C:6]([CH3:10])[C:3]=1[C:4]#[N:5].[CH3:11][NH:12][S:13]([CH3:16])(=[O:15])=[O:14]. Product: [C:4]([C:3]1[C:2]([N:12]([CH3:11])[S:13]([CH3:16])(=[O:15])=[O:14])=[N:9][CH:8]=[CH:7][C:6]=1[CH3:10])#[N:5]. The catalyst class is: 10.